From a dataset of Catalyst prediction with 721,799 reactions and 888 catalyst types from USPTO. Predict which catalyst facilitates the given reaction. (1) Reactant: Cl[C:2]1[C:7]([CH:8]=O)=[CH:6][CH:5]=[C:4]([CH3:10])[N:3]=1.[NH2:11][NH2:12]. Product: [CH3:10][C:4]1[N:3]=[C:2]2[NH:11][N:12]=[CH:8][C:7]2=[CH:6][CH:5]=1. The catalyst class is: 12. (2) Reactant: [Cr](Cl)([O-])(=O)=O.[NH+]1C=CC=CC=1.[F:12][C:13]1[C:14]([OH:32])=[CH:15][CH:16]=[C:17]2[C:21]=1[C:20](=[O:22])[N:19]([CH2:23][C@H:24]1[CH2:29][CH2:28][C@H:27]([CH2:30][OH:31])[CH2:26][CH2:25]1)[CH2:18]2.CCOCC. Product: [F:12][C:13]1[C:14]([OH:32])=[CH:15][CH:16]=[C:17]2[C:21]=1[C:20](=[O:22])[N:19]([CH2:23][C@H:24]1[CH2:29][CH2:28][C@H:27]([CH:30]=[O:31])[CH2:26][CH2:25]1)[CH2:18]2. The catalyst class is: 168. (3) Reactant: [CH2:1]([N:8]1[CH2:13][C:12](=O)[NH:11][C@@H:10]([CH2:15][CH:16]([CH3:18])[CH3:17])[C:9]1=O)[C:2]1[CH:7]=[CH:6][CH:5]=[CH:4][CH:3]=1.[H-].[H-].[H-].[H-].[Li+].[Al+3].O.[OH-].[Na+]. Product: [CH2:1]([N:8]1[CH2:13][CH2:12][NH:11][C@@H:10]([CH2:15][CH:16]([CH3:18])[CH3:17])[CH2:9]1)[C:2]1[CH:3]=[CH:4][CH:5]=[CH:6][CH:7]=1. The catalyst class is: 36. (4) Product: [NH2:1][C:2]1[C:3]([C:8]([O:10][CH3:11])=[O:9])=[N:4][C:5]([Br:17])=[CH:6][CH:7]=1. Reactant: [NH2:1][C:2]1[C:3]([C:8]([O:10][CH3:11])=[O:9])=[N:4][CH:5]=[CH:6][CH:7]=1.S(=O)(=O)(O)O.[Br:17]Br. The catalyst class is: 6. (5) Reactant: [Cl:1][C:2]1[CH:3]=[C:4]2[C:8](=[CH:9][CH:10]=1)[NH:7][C:6]([C:11]([NH:13][NH2:14])=[O:12])=[CH:5]2.[C:15]([C:23](O)=[O:24])(=[O:22])[C:16]1[CH:21]=[CH:20][CH:19]=[CH:18][CH:17]=1.ON1C2C=CC=CC=2N=N1.C(Cl)CCl. Product: [C:15]([C:23]([NH:14][NH:13][C:11]([C:6]1[NH:7][C:8]2[C:4]([CH:5]=1)=[CH:3][C:2]([Cl:1])=[CH:10][CH:9]=2)=[O:12])=[O:24])(=[O:22])[C:16]1[CH:21]=[CH:20][CH:19]=[CH:18][CH:17]=1. The catalyst class is: 18. (6) Reactant: Cl.Cl.Cl.[F:4][C:5]([F:19])([F:18])[C:6]1[CH:7]=[C:8]([N:12]2[CH2:17][CH2:16][NH:15][CH2:14][CH2:13]2)[CH:9]=[N:10][CH:11]=1.[C:20]([O:24][C:25]([NH:27][C@@H:28]1[CH2:32][CH2:31][C@:30]([CH:36]([CH3:38])[CH3:37])([C:33](O)=[O:34])[CH2:29]1)=[O:26])([CH3:23])([CH3:22])[CH3:21].F[P-](F)(F)(F)(F)F.N1(O[P+](N(C)C)(N(C)C)N(C)C)C2C=CC=CC=2N=N1.C(N(CC)CC)C. Product: [CH:36]([C@:30]1([C:33]([N:15]2[CH2:16][CH2:17][N:12]([C:8]3[CH:9]=[N:10][CH:11]=[C:6]([C:5]([F:18])([F:4])[F:19])[CH:7]=3)[CH2:13][CH2:14]2)=[O:34])[CH2:31][CH2:32][C@@H:28]([NH:27][C:25](=[O:26])[O:24][C:20]([CH3:22])([CH3:21])[CH3:23])[CH2:29]1)([CH3:38])[CH3:37]. The catalyst class is: 91. (7) Reactant: [CH:1]1([CH2:4][O:5][C:6]2[CH:14]=[CH:13][C:9]3[O:10][CH2:11][O:12][C:8]=3[C:7]=2[C:15]2[C:16]3[NH:23][CH:22]=[C:21]([C:24]([NH:26][C@H:27]([C:40]([N:42]4[CH2:47][CH2:46][CH:45]([N:48]5[N:57]=[C:56]([C:58]6[CH:63]=[CH:62][C:61]([O:64][CH3:65])=[C:60]([O:66][CH3:67])[CH:59]=6)[C@@H:55]6[C@@H:50]([CH2:51][CH2:52][CH2:53][CH2:54]6)[C:49]5=[O:68])[CH2:44][CH2:43]4)=[O:41])[CH2:28][CH2:29][C:30]([O:32]CC4C=CC=CC=4)=[O:31])=[O:25])[C:17]=3[N:18]=[CH:19][N:20]=2)[CH2:3][CH2:2]1. Product: [CH:1]1([CH2:4][O:5][C:6]2[CH:14]=[CH:13][C:9]3[O:10][CH2:11][O:12][C:8]=3[C:7]=2[C:15]2[C:16]3[NH:23][CH:22]=[C:21]([C:24]([NH:26][C@H:27]([C:40]([N:42]4[CH2:43][CH2:44][CH:45]([N:48]5[N:57]=[C:56]([C:58]6[CH:63]=[CH:62][C:61]([O:64][CH3:65])=[C:60]([O:66][CH3:67])[CH:59]=6)[C@@H:55]6[C@@H:50]([CH2:51][CH2:52][CH2:53][CH2:54]6)[C:49]5=[O:68])[CH2:46][CH2:47]4)=[O:41])[CH2:28][CH2:29][C:30]([OH:32])=[O:31])=[O:25])[C:17]=3[N:18]=[CH:19][N:20]=2)[CH2:3][CH2:2]1. The catalyst class is: 19.